From a dataset of Retrosynthesis with 50K atom-mapped reactions and 10 reaction types from USPTO. Predict the reactants needed to synthesize the given product. (1) Given the product CN1CCN(c2n[nH]c3cc(C(=O)NCc4ccc(Cl)cc4)ccc23)CC1, predict the reactants needed to synthesize it. The reactants are: CN1CCN(c2n[nH]c3cc(C(=O)[O-])ccc23)CC1.NCc1ccc(Cl)cc1. (2) Given the product COc1ccc(OC)c(CNc2cccc(-c3c(Cc4ccccc4)cnc4c(C(F)(F)F)cccc34)c2)c1, predict the reactants needed to synthesize it. The reactants are: COc1ccc(OC)c(C=O)c1.Nc1cccc(-c2c(Cc3ccccc3)cnc3c(C(F)(F)F)cccc23)c1. (3) Given the product COc1ccc(-c2ccsc2)cc1C=O, predict the reactants needed to synthesize it. The reactants are: COc1ccc(Br)cc1C=O.OB(O)c1ccsc1. (4) Given the product COc1ccc2c(OCCn3nc(Cl)ccc3=O)ccnc2c1, predict the reactants needed to synthesize it. The reactants are: COc1ccc2c(OCCBr)ccnc2c1.O=c1ccc(Cl)n[nH]1.